From a dataset of Forward reaction prediction with 1.9M reactions from USPTO patents (1976-2016). Predict the product of the given reaction. (1) Given the reactants [Si:1]([O:8][CH2:9][C:10]1[N:11]=[C:12]([N:15]2[CH2:18][CH:17](OS(C)(=O)=O)[CH2:16]2)[S:13][CH:14]=1)([C:4]([CH3:7])([CH3:6])[CH3:5])([CH3:3])[CH3:2].[C:24]([O-:27])(=[S:26])[CH3:25].[K+], predict the reaction product. The product is: [C:24]([S:26][CH:17]1[CH2:16][N:15]([C:12]2[S:13][CH:14]=[C:10]([CH2:9][O:8][Si:1]([C:4]([CH3:5])([CH3:6])[CH3:7])([CH3:2])[CH3:3])[N:11]=2)[CH2:18]1)(=[O:27])[CH3:25]. (2) The product is: [NH2:14][C:15]1[CH:16]=[CH:17][CH:18]=[CH:19][C:9]=1[C:10]([NH:6][C:5]1[CH:7]=[CH:8][C:2]([I:1])=[CH:3][CH:4]=1)=[O:11]. Given the reactants [I:1][C:2]1[CH:8]=[CH:7][C:5]([NH2:6])=[CH:4][CH:3]=1.[C:9]12[C:15](=[CH:16][CH:17]=[CH:18][CH:19]=1)[NH:14]C(=O)O[C:10]2=[O:11], predict the reaction product. (3) Given the reactants [K+].[Br-].[CH3:3][C@@H:4]1[C:33]([CH3:35])([CH3:34])[O:32][C@:6]2([O:10][C@H:9]3[CH2:11][C@H:12]4[C@@H:18]5[CH2:19][CH2:20][C@H:21]6[CH2:26][C@H:25]([OH:27])[CH2:24][CH2:23][C@:22]6([CH3:28])[C@H:17]5[C:15](=[O:16])[CH2:14][C@:13]4([CH3:29])[C@H:8]3[C@:7]2([OH:31])[CH3:30])[CH2:5]1, predict the reaction product. The product is: [CH3:3][C@@H:4]1[C:33]([CH3:34])([CH3:35])[O:32][C@@:6]2([O:10][C@H:9]3[CH2:11][C@H:12]4[C@@H:18]5[CH2:19][CH2:20][C@H:21]6[CH2:26][C@H:25]([OH:27])[CH2:24][CH2:23][C@:22]6([CH3:28])[C@H:17]5[C:15](=[O:16])[CH2:14][C@:13]4([CH3:29])[C@H:8]3[C@:7]2([OH:31])[CH3:30])[CH2:5]1. (4) Given the reactants Cl[C:2]1[CH:7]=[C:6]([Cl:8])[N:5]=[C:4]([CH3:9])[N:3]=1.C[CH2:11][N:12](C(C)C)C(C)C.CN, predict the reaction product. The product is: [Cl:8][C:6]1[N:5]=[C:4]([CH3:9])[N:3]=[C:2]([NH:12][CH3:11])[CH:7]=1. (5) The product is: [C:44]([O:48][C:49]([NH:51][CH:55]1[CH2:54][CH2:53][CH:52]([NH:64][C:66]([C:4]2[CH:38]=[CH:37][C:7]([C:8]([O:10][C@H:11]([C:22]3[CH:27]=[CH:26][C:25]([O:28][CH:29]([F:31])[F:30])=[C:24]([O:32][CH2:33][CH:34]4[CH2:36][CH2:35]4)[CH:23]=3)[CH2:12][C:13]3[C:14]([Cl:21])=[CH:15][N+:16]([O-:20])=[CH:17][C:18]=3[Cl:19])=[O:9])=[CH:6][C:5]=2[O:39][CH2:40][CH:41]2[CH2:43][CH2:42]2)=[O:67])[CH2:56][CH2:59]1)=[O:50])([CH3:45])([CH3:46])[CH3:47]. Given the reactants C([C:4]1[CH:38]=[CH:37][C:7]([C:8]([O:10][C@H:11]([C:22]2[CH:27]=[CH:26][C:25]([O:28][CH:29]([F:31])[F:30])=[C:24]([O:32][CH2:33][CH:34]3[CH2:36][CH2:35]3)[CH:23]=2)[CH2:12][C:13]2[C:18]([Cl:19])=[CH:17][N+:16]([O-:20])=[CH:15][C:14]=2[Cl:21])=[O:9])=[CH:6][C:5]=1[O:39][CH2:40][CH:41]1[CH2:43][CH2:42]1)(O)=O.[C:44]([O:48][C:49]([N:51]1[CH2:55][CH2:54][CH2:53][C@H:52]1[C:56](O)=O)=[O:50])([CH3:47])([CH3:46])[CH3:45].[CH2:59](Cl)CCl.C[N:64]([CH:66]=[O:67])C, predict the reaction product. (6) Given the reactants CS(Cl)(=O)=O.[F:6][C:7]([F:37])([F:36])[C:8]1[CH:13]=[C:12]([C:14]2([C:28]([F:31])([F:30])[F:29])[CH2:18][C:17]([C:19]3[CH:24]=[CH:23][C:22]([CH2:25]O)=[C:21]([Br:27])[CH:20]=3)=[N:16][CH2:15]2)[CH:11]=[C:10]([C:32]([F:35])([F:34])[F:33])[N:9]=1.C([N:40](CC)CC)C.N, predict the reaction product. The product is: [F:6][C:7]([F:37])([F:36])[C:8]1[CH:13]=[C:12]([C:14]2([C:28]([F:31])([F:30])[F:29])[CH2:18][C:17]([C:19]3[CH:24]=[CH:23][C:22]([CH2:25][NH2:40])=[C:21]([Br:27])[CH:20]=3)=[N:16][CH2:15]2)[CH:11]=[C:10]([C:32]([F:35])([F:34])[F:33])[N:9]=1.